The task is: Predict which catalyst facilitates the given reaction.. This data is from Catalyst prediction with 721,799 reactions and 888 catalyst types from USPTO. (1) Reactant: [OH:1][C:2]1[CH:3]=[C:4]([CH:8]([NH:10][C:11](=[O:17])[O:12][C:13]([CH3:16])([CH3:15])[CH3:14])[CH3:9])[CH:5]=[CH:6][CH:7]=1.[Cl:18][C:19]1[CH:20]=[CH:21][C:22](F)=[C:23]([CH:26]=1)[C:24]#[N:25].C(=O)([O-])[O-].[Cs+].[Cs+]. Product: [Cl:18][C:19]1[CH:20]=[CH:21][C:22]([O:1][C:2]2[CH:3]=[C:4]([CH:8]([NH:10][C:11](=[O:17])[O:12][C:13]([CH3:16])([CH3:15])[CH3:14])[CH3:9])[CH:5]=[CH:6][CH:7]=2)=[C:23]([C:24]#[N:25])[CH:26]=1. The catalyst class is: 115. (2) Product: [ClH:3].[Cl:3][C:18]1[N:17]2[N:21]=[C:22]([CH:24]3[CH2:29][CH2:28][N:27]([CH:30]([CH3:32])[CH3:31])[CH2:26][CH2:25]3)[N:23]=[C:16]2[CH:15]=[C:14]([C:8]2[CH:9]=[CH:10][C:11]([F:13])=[CH:12][C:7]=2[Cl:6])[N:19]=1. Reactant: P(Cl)(Cl)([Cl:3])=O.[Cl:6][C:7]1[CH:12]=[C:11]([F:13])[CH:10]=[CH:9][C:8]=1[C:14]1[NH:19][C:18](=O)[N:17]2[N:21]=[C:22]([CH:24]3[CH2:29][CH2:28][N:27]([CH:30]([CH3:32])[CH3:31])[CH2:26][CH2:25]3)[N:23]=[C:16]2[CH:15]=1. The catalyst class is: 572. (3) Product: [C:13]([O:17][C:18]([N:20]1[CH2:25][CH2:24][N:23]([C:2]([Cl:1])=[O:5])[C@H:22]([CH2:26][CH3:27])[CH2:21]1)=[O:19])([CH3:16])([CH3:15])[CH3:14]. Reactant: [Cl:1][C:2]([O:5]C(=O)OC(Cl)(Cl)Cl)(Cl)Cl.[C:13]([O:17][C:18]([N:20]1[CH2:25][CH2:24][NH:23][C@H:22]([CH2:26][CH3:27])[CH2:21]1)=[O:19])([CH3:16])([CH3:15])[CH3:14].N1C=CC=CC=1. The catalyst class is: 4. (4) Product: [C:1]([O:5][C:6]([N:8]1[CH2:13][CH2:12][C:11]([F:43])([C:14]2[CH:35]=[CH:34][C:17]3[C:18]4[N:19]=[C:20]([C:26]5[N:27]([CH:31]([CH3:33])[CH3:32])[N:28]=[CH:29][N:30]=5)[S:21][C:22]=4[CH2:23][CH2:24][O:25][C:16]=3[CH:15]=2)[CH2:10][CH2:9]1)=[O:7])([CH3:4])([CH3:3])[CH3:2]. The catalyst class is: 2. Reactant: [C:1]([O:5][C:6]([N:8]1[CH2:13][CH2:12][C:11](O)([C:14]2[CH:35]=[CH:34][C:17]3[C:18]4[N:19]=[C:20]([C:26]5[N:27]([CH:31]([CH3:33])[CH3:32])[N:28]=[CH:29][N:30]=5)[S:21][C:22]=4[CH2:23][CH2:24][O:25][C:16]=3[CH:15]=2)[CH2:10][CH2:9]1)=[O:7])([CH3:4])([CH3:3])[CH3:2].CCN(S(F)(F)[F:43])CC. (5) Reactant: Cl[CH2:2][CH2:3][CH2:4][C:5]([NH:7][C:8]1[C:9]([Cl:19])=[N:10][N:11]([C:13]2[CH:14]=[N:15][CH:16]=[CH:17][CH:18]=2)[CH:12]=1)=[O:6].[H-].[Na+].O. The catalyst class is: 7. Product: [Cl:19][C:9]1[C:8]([N:7]2[CH2:2][CH2:3][CH2:4][C:5]2=[O:6])=[CH:12][N:11]([C:13]2[CH:14]=[N:15][CH:16]=[CH:17][CH:18]=2)[N:10]=1. (6) Reactant: Br[C:2]1[CH:7]=[CH:6][N:5]=[C:4]2[N:8]([S:24]([C:27]3[CH:33]=[CH:32][C:30]([CH3:31])=[CH:29][CH:28]=3)(=[O:26])=[O:25])[C:9]([C:11]3[CH2:16][CH2:15][N:14]([C:17]([O:19][C:20]([CH3:23])([CH3:22])[CH3:21])=[O:18])[CH2:13][CH:12]=3)=[CH:10][C:3]=12.[F:34][C:35]1[CH:40]=[CH:39][C:38]([OH:41])=[CH:37][C:36]=1B1OC(C)(C)C(C)(C)O1.C(=O)([O-])[O-].[Na+].[Na+]. Product: [F:34][C:35]1[CH:40]=[CH:39][C:38]([OH:41])=[CH:37][C:36]=1[C:2]1[CH:7]=[CH:6][N:5]=[C:4]2[N:8]([S:24]([C:27]3[CH:33]=[CH:32][C:30]([CH3:31])=[CH:29][CH:28]=3)(=[O:25])=[O:26])[C:9]([C:11]3[CH2:16][CH2:15][N:14]([C:17]([O:19][C:20]([CH3:21])([CH3:23])[CH3:22])=[O:18])[CH2:13][CH:12]=3)=[CH:10][C:3]=12. The catalyst class is: 155.